From a dataset of Full USPTO retrosynthesis dataset with 1.9M reactions from patents (1976-2016). Predict the reactants needed to synthesize the given product. (1) Given the product [C:1]([OH:8])(=[O:7])/[CH:2]=[CH:3]/[C:4]([OH:6])=[O:5].[F:9][C:10]1[CH:15]=[CH:14][C:13]([C@@H:16]([N:18]2[CH2:23][CH2:22][CH2:21]/[C:20](=[CH:24]\[C:25]3[CH:30]=[CH:29][C:28]([N:31]4[CH:35]=[C:34]([CH3:36])[N:33]=[CH:32]4)=[C:27]([O:37][CH3:38])[CH:26]=3)/[C:19]2=[O:39])[CH3:17])=[CH:12][CH:11]=1, predict the reactants needed to synthesize it. The reactants are: [C:1]([OH:8])(=[O:7])/[CH:2]=[CH:3]/[C:4]([OH:6])=[O:5].[F:9][C:10]1[CH:15]=[CH:14][C:13]([C@@H:16]([N:18]2[CH2:23][CH2:22][CH2:21]/[C:20](=[CH:24]\[C:25]3[CH:30]=[CH:29][C:28]([N:31]4[CH:35]=[C:34]([CH3:36])[N:33]=[CH:32]4)=[C:27]([O:37][CH3:38])[CH:26]=3)/[C:19]2=[O:39])[CH3:17])=[CH:12][CH:11]=1. (2) Given the product [C:2]([C:3]1([C:4]([O:6][CH2:7][CH3:8])=[O:5])[CH2:18][CH2:17]1)(=[O:1])[CH3:9], predict the reactants needed to synthesize it. The reactants are: [O:1]=[C:2]([CH3:9])[CH2:3][C:4]([O:6][CH2:7][CH3:8])=[O:5].C(=O)([O-])[O-].[K+].[K+].Br[CH2:17][CH2:18]Br. (3) Given the product [C:1]([O:14][CH2:15][C@@H:16]([O:62][C:63](=[O:75])[CH2:64][CH2:65][CH2:66][CH2:67][CH2:68][CH2:69][CH2:70][CH2:71][CH2:72][CH2:73][CH3:74])[CH2:17][S:18][CH2:19][C@H:20]([NH2:44])[C:21]([NH:23][CH2:24][CH2:25][C:26]1[CH:31]=[CH:30][C:29]([O:32][CH2:33][CH2:34][CH2:35][P:36]([O:41][CH2:42][CH3:43])([O:38][CH2:39][CH3:40])=[O:37])=[CH:28][CH:27]=1)=[O:22])(=[O:13])[CH2:2][CH2:3][CH2:4][CH2:5][CH2:6][CH2:7][CH2:8][CH2:9][CH2:10][CH2:11][CH3:12], predict the reactants needed to synthesize it. The reactants are: [C:1]([O:14][CH2:15][C@@H:16]([O:62][C:63](=[O:75])[CH2:64][CH2:65][CH2:66][CH2:67][CH2:68][CH2:69][CH2:70][CH2:71][CH2:72][CH2:73][CH3:74])[CH2:17][S:18][CH2:19][C@H:20]([NH:44]C(OCC1C2C=CC=CC=2C2C1=CC=CC=2)=O)[C:21]([NH:23][CH2:24][CH2:25][C:26]1[CH:31]=[CH:30][C:29]([O:32][CH2:33][CH2:34][CH2:35][P:36]([O:41][CH2:42][CH3:43])([O:38][CH2:39][CH3:40])=[O:37])=[CH:28][CH:27]=1)=[O:22])(=[O:13])[CH2:2][CH2:3][CH2:4][CH2:5][CH2:6][CH2:7][CH2:8][CH2:9][CH2:10][CH2:11][CH3:12].N1CCCCC1.C1(C)C=CC=CC=1. (4) Given the product [C:31]([CH2:30][CH2:29][O:28][C:26]([C:15]1[CH:16]([C:17]2[CH:22]=[CH:21][C:20]([N+:23]([O-:25])=[O:24])=[CH:19][CH:18]=2)[C:11]([C:9]([OH:10])=[O:8])=[C:12]([CH2:35][CH3:36])[NH:13][C:14]=1[CH2:33][CH3:34])=[O:27])#[N:32], predict the reactants needed to synthesize it. The reactants are: C([O:8][C:9]([C:11]1[CH:16]([C:17]2[CH:22]=[CH:21][C:20]([N+:23]([O-:25])=[O:24])=[CH:19][CH:18]=2)[C:15]([C:26]([O:28][CH2:29][CH2:30][C:31]#[N:32])=[O:27])=[C:14]([CH2:33][CH3:34])[NH:13][C:12]=1[CH2:35][CH3:36])=[O:10])C1C=CC=CC=1.C(O)=O.CO. (5) Given the product [O:18]=[C:16]([C:14]1[CH:13]=[CH:12][CH:11]=[C:10]([O:9][CH2:1][CH2:2][C:3]2[CH:4]=[CH:5][CH:6]=[CH:7][CH:8]=2)[N:15]=1)[CH2:20][C:21]#[N:22], predict the reactants needed to synthesize it. The reactants are: [CH2:1]([O:9][C:10]1[N:15]=[C:14]([C:16]([O:18]C)=O)[CH:13]=[CH:12][CH:11]=1)[CH2:2][C:3]1[CH:8]=[CH:7][CH:6]=[CH:5][CH:4]=1.[CH3:20][C:21]#[N:22]. (6) Given the product [CH2:1]([O:8][C:9]([N:11]1[CH2:15][CH2:14][C@@H:13]([OH:16])[CH2:12]1)=[O:10])[C:2]1[CH:7]=[CH:6][CH:5]=[CH:4][CH:3]=1, predict the reactants needed to synthesize it. The reactants are: [CH2:1]([O:8][C:9]([N:11]1[CH2:15][CH2:14][CH:13]([OH:16])[CH2:12]1)=[O:10])[C:2]1[CH:7]=[CH:6][CH:5]=[CH:4][CH:3]=1. (7) Given the product [Cl:25][C:19]1[CH:18]=[C:17]([C:14]2[CH:15]=[CH:16][N:12]([CH2:11][C@@H:10]([NH:9][C:6]([C:2]3[NH:1][CH:5]=[CH:4][N:3]=3)=[O:8])[CH3:26])[N:13]=2)[CH:24]=[CH:23][C:20]=1[C:21]#[N:22], predict the reactants needed to synthesize it. The reactants are: [NH:1]1[CH:5]=[CH:4][N:3]=[C:2]1[C:6]([OH:8])=O.[NH2:9][C@@H:10]([CH3:26])[CH2:11][N:12]1[CH:16]=[CH:15][C:14]([C:17]2[CH:24]=[CH:23][C:20]([C:21]#[N:22])=[C:19]([Cl:25])[CH:18]=2)=[N:13]1. (8) The reactants are: [Cl:1][C:2]1[CH:3]=[C:4]([CH:15]=[CH:16][C:17]=1[Cl:18])[O:5][C:6]1[N:10]([CH3:11])[N:9]=[C:8]([CH3:12])[C:7]=1[CH:13]=[O:14].CC(=CC)C.Cl([O-])=[O:25].[Na+].P([O-])(O)(O)=O.[Na+]. Given the product [Cl:1][C:2]1[CH:3]=[C:4]([CH:15]=[CH:16][C:17]=1[Cl:18])[O:5][C:6]1[N:10]([CH3:11])[N:9]=[C:8]([CH3:12])[C:7]=1[C:13]([OH:25])=[O:14], predict the reactants needed to synthesize it.